Task: Predict the reaction yield, written as a fraction of the theoretical maximum amount of product (1.0 means a 100% yield; for example, 0.34 means a 34% yield).. Dataset: Reaction yield outcomes from USPTO patents with 853,638 reactions (1) The reactants are [NH2:1][C:2]1[N:3]=[C:4]([CH3:17])[C:5]2[CH:11]=[C:10]([C:12]#[CH:13])[C:9](=[O:14])[N:8]([CH2:15][CH3:16])[C:6]=2[N:7]=1.[N-:18]=[N+:19]=[N-:20].[Na+].[Cl-].[NH4+]. The catalyst is CN(C=O)C. The product is [NH2:1][C:2]1[N:3]=[C:4]([CH3:17])[C:5]2[CH:11]=[C:10]([C:12]3[NH:20][N:19]=[N:18][CH:13]=3)[C:9](=[O:14])[N:8]([CH2:15][CH3:16])[C:6]=2[N:7]=1. The yield is 0.0600. (2) The reactants are [Br:1][C:2]1[CH:11]=[C:10]2[C:5]([N:6]=[CH:7][C:8](=O)[NH:9]2)=[CH:4][CH:3]=1.CN(C=O)C.O=P(Cl)(Cl)[Cl:20]. No catalyst specified. The product is [Br:1][C:2]1[CH:11]=[C:10]2[C:5]([N:6]=[CH:7][C:8]([Cl:20])=[N:9]2)=[CH:4][CH:3]=1. The yield is 0.750.